From a dataset of Full USPTO retrosynthesis dataset with 1.9M reactions from patents (1976-2016). Predict the reactants needed to synthesize the given product. The reactants are: CON(C)[C:4]([C:6]1[C:15](=[O:16])[C:14]2[C:9](=[CH:10][CH:11]=[CH:12][CH:13]=2)[N:8]([CH2:17][C:18]2[CH:23]=[CH:22][CH:21]=[C:20]([Br:24])[N:19]=2)[CH:7]=1)=[O:5].[CH2:26]1[CH2:30][O:29][CH2:28][CH2:27]1. Given the product [Br:24][C:20]1[N:19]=[C:18]([CH2:17][N:8]2[C:9]3[C:14](=[CH:13][CH:12]=[CH:11][CH:10]=3)[C:15](=[O:16])[C:6]([C:4](=[O:5])[C:4]3[CH:27]=[CH:26][C:30]([O:29][CH3:28])=[CH:7][C:6]=3[CH3:15])=[CH:7]2)[CH:23]=[CH:22][CH:21]=1, predict the reactants needed to synthesize it.